The task is: Regression. Given a peptide amino acid sequence and an MHC pseudo amino acid sequence, predict their binding affinity value. This is MHC class II binding data.. This data is from Peptide-MHC class II binding affinity with 134,281 pairs from IEDB. (1) The peptide sequence is RSALILRGSVAHKSC. The MHC is DRB1_0701 with pseudo-sequence DRB1_0701. The binding affinity (normalized) is 0.756. (2) The peptide sequence is ASMFIFDRSFTITIA. The MHC is HLA-DQA10101-DQB10501 with pseudo-sequence HLA-DQA10101-DQB10501. The binding affinity (normalized) is 0.435. (3) The peptide sequence is ANPLSNPFYMDDR. The MHC is HLA-DPA10201-DPB10101 with pseudo-sequence HLA-DPA10201-DPB10101. The binding affinity (normalized) is 0.374.